Dataset: Forward reaction prediction with 1.9M reactions from USPTO patents (1976-2016). Task: Predict the product of the given reaction. (1) Given the reactants [CH2:1]([C:3]1([OH:21])[CH2:8][CH2:7][CH:6]([CH2:9][NH:10]C(=O)OCC2C=CC=CC=2)[CH2:5][CH2:4]1)[CH3:2], predict the reaction product. The product is: [NH2:10][CH2:9][CH:6]1[CH2:7][CH2:8][C:3]([CH2:1][CH3:2])([OH:21])[CH2:4][CH2:5]1. (2) Given the reactants [C:1]1([C:7]2[C:16]3[C:11](=[C:12]([C:17]([F:20])([F:19])[F:18])[CH:13]=[CH:14][CH:15]=3)[N:10]=[CH:9][C:8]=2[CH2:21]O)[CH:6]=[CH:5][CH:4]=[CH:3][CH:2]=1.[C:23]1([C:29]2[C:25]3[C:24](=[C:23]([C:29](F)(F)F)[CH:28]=[CH:27][CH:26]=3)N=CC=2C(OCC)=O)[CH:28]=[CH:27][CH:26]=[CH:25][CH:24]=1.[Li+].[BH4-], predict the reaction product. The product is: [CH3:29][C:23]1[CH:28]=[CH:27][C:26]([CH2:21][C:8]2[CH:9]=[N:10][C:11]3[C:16]([C:7]=2[C:1]2[CH:6]=[CH:5][CH:4]=[CH:3][CH:2]=2)=[CH:15][CH:14]=[CH:13][C:12]=3[C:17]([F:19])([F:18])[F:20])=[CH:25][CH:24]=1. (3) Given the reactants [CH3:1][C:2]1([CH3:20])[O:6][C@H:5]([C@@H:7]([CH:18]=[CH2:19])[C@H:8]([O:16][CH3:17])[C:9]([O:11][C:12]([CH3:15])([CH3:14])[CH3:13])=[O:10])[CH2:4][O:3]1, predict the reaction product. The product is: [CH3:1][C:2]1([CH3:20])[O:6][C@H:5]([C@@H:7]([CH:18]=[CH2:19])[C@@H:8]([O:16][CH3:17])[C:9]([O:11][C:12]([CH3:13])([CH3:14])[CH3:15])=[O:10])[CH2:4][O:3]1.